The task is: Predict the reactants needed to synthesize the given product.. This data is from Full USPTO retrosynthesis dataset with 1.9M reactions from patents (1976-2016). (1) Given the product [ClH:1].[NH2:37][C:2]1[N:7]=[C:6]([C:8]2[S:12][C:11]([CH:13]3[CH2:18][CH2:17][O:16][CH2:15][CH2:14]3)=[N:10][C:9]=2[C:19]2[C:20]([F:35])=[C:21]([NH:25][S:26]([C:29]3[CH:33]=[CH:32][N:31]([CH3:34])[N:30]=3)(=[O:28])=[O:27])[CH:22]=[CH:23][CH:24]=2)[CH:5]=[CH:4][N:3]=1, predict the reactants needed to synthesize it. The reactants are: [Cl:1][C:2]1[N:7]=[C:6]([C:8]2[S:12][C:11]([CH:13]3[CH2:18][CH2:17][O:16][CH2:15][CH2:14]3)=[N:10][C:9]=2[C:19]2[C:20]([F:35])=[C:21]([NH:25][S:26]([C:29]3[CH:33]=[CH:32][N:31]([CH3:34])[N:30]=3)(=[O:28])=[O:27])[CH:22]=[CH:23][CH:24]=2)[CH:5]=[CH:4][N:3]=1.[OH-].[NH4+:37]. (2) Given the product [NH2:5][CH2:14][C:15]([CH3:21])([CH3:20])[C:16]([O:18][CH3:19])=[O:17], predict the reactants needed to synthesize it. The reactants are: NN.O=C1C2C(=CC=CC=2)C(=O)[N:5]1[CH2:14][C:15]([CH3:21])([CH3:20])[C:16]([O:18][CH3:19])=[O:17]. (3) Given the product [CH3:1][O:2][C:3]1[CH:4]=[C:5]([CH:21]=[CH:22][C:23]=1[O:24][CH3:25])[CH2:6][CH:7]1[C:16]2[C:11](=[CH:12][C:13]([O:19][CH3:20])=[C:14]([O:17][CH3:18])[CH:15]=2)[CH2:10][CH2:9][N:8]1[CH2:27][C:28]([NH:37][CH2:36][C:35]1[CH:38]=[CH:39][C:32]([CH3:31])=[CH:33][CH:34]=1)=[O:29], predict the reactants needed to synthesize it. The reactants are: [CH3:1][O:2][C:3]1[CH:4]=[C:5]([CH:21]=[CH:22][C:23]=1[O:24][CH3:25])[CH2:6][CH:7]1[C:16]2[C:11](=[CH:12][C:13]([O:19][CH3:20])=[C:14]([O:17][CH3:18])[CH:15]=2)[CH2:10][CH2:9][NH:8]1.Br[CH2:27][C:28](Br)=[O:29].[CH3:31][C:32]1[CH:39]=[CH:38][C:35]([CH2:36][NH2:37])=[CH:34][CH:33]=1. (4) Given the product [Cl:15][C:12]1[CH:13]=[N:14][C:4]2[N:3]=[C:2]([N:26]3[CH2:27][CH:24]([NH:22][CH3:21])[CH2:25]3)[N:7]3[N:8]=[CH:9][N:10]=[C:6]3[C:5]=2[CH:11]=1, predict the reactants needed to synthesize it. The reactants are: Cl[C:2]1[N:7]2[N:8]=[CH:9][N:10]=[C:6]2[C:5]2[CH:11]=[C:12]([Cl:15])[CH:13]=[N:14][C:4]=2[N:3]=1.C(O[C:21](=O)[N:22]([CH:24]1[CH2:27][NH:26][CH2:25]1)C)(C)(C)C. (5) Given the product [Cl:1][C:2]1[CH:3]=[C:4]([N:14]([CH2:21][CH3:22])[CH:15]2[CH2:20][CH2:19][O:18][CH2:17][CH2:16]2)[C:5]([O:12][CH3:13])=[C:6]([CH:11]=1)[C:7]([O:9][CH3:10])=[O:8], predict the reactants needed to synthesize it. The reactants are: [Cl:1][C:2]1[CH:3]=[C:4]([NH:14][CH:15]2[CH2:20][CH2:19][O:18][CH2:17][CH2:16]2)[C:5]([O:12][CH3:13])=[C:6]([CH:11]=1)[C:7]([O:9][CH3:10])=[O:8].[CH:21](=O)[CH3:22].C(O)(=O)C.C(O[BH-](OC(=O)C)OC(=O)C)(=O)C.[Na+].C([O-])(O)=O.[Na+]. (6) Given the product [C:31]([C:33]1[CH:38]=[CH:37][C:36]([C:7]2[NH:6][C:5]([CH:9]=[O:10])=[C:4]([C:11]([O:13][CH2:14][C:15]3[CH:20]=[CH:19][CH:18]=[CH:17][CH:16]=3)=[O:12])[C:3]=2[CH2:1][CH3:2])=[CH:35][CH:34]=1)#[N:32], predict the reactants needed to synthesize it. The reactants are: [CH2:1]([C:3]1[C:4]([C:11]([O:13][CH2:14][C:15]2[CH:20]=[CH:19][CH:18]=[CH:17][CH:16]=2)=[O:12])=[C:5]([CH:9]=[O:10])[NH:6][C:7]=1I)[CH3:2].FC1C=CC(B(O)O)=CC=1.[C:31]([C:33]1[CH:38]=[CH:37][C:36](B(O)O)=[CH:35][CH:34]=1)#[N:32].